This data is from Peptide-MHC class I binding affinity with 185,985 pairs from IEDB/IMGT. The task is: Regression. Given a peptide amino acid sequence and an MHC pseudo amino acid sequence, predict their binding affinity value. This is MHC class I binding data. (1) The peptide sequence is ALGYTTEEI. The MHC is HLA-B58:01 with pseudo-sequence HLA-B58:01. The binding affinity (normalized) is 0.0847. (2) The peptide sequence is GSVNVVYTF. The MHC is HLA-A02:06 with pseudo-sequence HLA-A02:06. The binding affinity (normalized) is 0.173. (3) The peptide sequence is TSTVEEQIQW. The MHC is HLA-B18:01 with pseudo-sequence HLA-B18:01. The binding affinity (normalized) is 0. (4) The peptide sequence is KLHCTERSL. The MHC is HLA-A02:11 with pseudo-sequence HLA-A02:11. The binding affinity (normalized) is 0.898. (5) The peptide sequence is RRFFPYYV. The MHC is HLA-B27:04 with pseudo-sequence YHTEYREICAKTDESTLYLNYHDYTWAELAYEWY. The binding affinity (normalized) is 0.233.